Predict the reaction yield, written as a fraction of the theoretical maximum amount of product (1.0 means a 100% yield; for example, 0.34 means a 34% yield). From a dataset of Reaction yield outcomes from USPTO patents with 853,638 reactions. (1) The reactants are [NH2:1][C:2]([NH:4][C:5]1[CH:6]=[C:7]([S:12]([NH:15][CH:16]2[CH2:19][CH2:18][CH2:17]2)(=[O:14])=[O:13])[CH:8]=[CH:9][C:10]=1[Cl:11])=[S:3].[C:20](N=C=S)(=[O:27])[C:21]1C=CC=C[CH:22]=1.[NH2:31][C:32]1[CH:33]=[C:34](S(NC2CCC2)(=O)=O)[CH:35]=[CH:36][C:37]=1Cl.[CH3:47][C:48]([CH3:50])=O. No catalyst specified. The product is [Cl:11][C:10]1[CH:9]=[CH:8][C:7]([S:12]([NH:15][CH:16]2[CH2:17][CH2:18][CH2:19]2)(=[O:14])=[O:13])=[CH:6][C:5]=1[NH:4][C:2]1[S:3]/[C:21](=[CH:22]\[C:35]2[CH:36]=[C:37]3[C:32](=[CH:33][CH:34]=2)[N:31]=[CH:50][CH:48]=[CH:47]3)/[C:20](=[O:27])[N:1]=1. The yield is 0.790. (2) The reactants are [CH3:1][O:2][C:3]1[CH:4]=[CH:5][C:6]2[C:11](=[O:12])O[C:9](=O)[NH:8][C:7]=2[CH:14]=1.[CH:15]([O:18][C:19]1[CH:26]=[CH:25][C:22](C=O)=[CH:21][CH:20]=1)([CH3:17])[CH3:16].C([O-])(=O)C.[NH4+:31]. The catalyst is CCO. The product is [CH:15]([O:18][C:19]1[CH:26]=[CH:25][C:22]([CH:9]2[N:31]=[C:11]([OH:12])[C:6]3[C:7](=[CH:14][C:3]([O:2][CH3:1])=[CH:4][CH:5]=3)[NH:8]2)=[CH:21][CH:20]=1)([CH3:17])[CH3:16]. The yield is 0.850. (3) The reactants are [CH3:1][N:2]([CH3:13])[CH2:3][C:4]1[CH:9]=[CH:8][C:7]([N+:10]([O-])=O)=[CH:6][CH:5]=1. The catalyst is C(O)(=O)C.[Fe]. The product is [CH3:13][N:2]([CH2:3][C:4]1[CH:5]=[CH:6][C:7]([NH2:10])=[CH:8][CH:9]=1)[CH3:1]. The yield is 0.850. (4) The reactants are [B:1]([OH:4])([OH:3])[OH:2].[NH2:5][CH2:6][CH2:7][NH:8][CH2:9][CH2:10][NH:11][CH2:12][CH2:13][NH:14][CH2:15][CH2:16][NH2:17]. The catalyst is CN(C)C=O. The product is [B:1]([OH:4])([OH:3])[OH:2].[NH2:17][CH2:16][CH2:15][NH:14][CH2:13][CH2:12][NH:11][CH2:10][CH2:9][NH:8][CH2:7][CH2:6][NH2:5]. The yield is 0.730. (5) The reactants are [NH2:1][C:2]1[N:6]([CH3:7])[C:5](=[O:8])[C:4]([C:18]2[CH:23]=[CH:22][CH:21]=[C:20](Br)[CH:19]=2)([C:9]2[CH:10]=[CH:11][C:12]3[O:16][CH2:15][CH2:14][C:13]=3[CH:17]=2)[N:3]=1.[CH3:25][O:26][C:27]1[CH:28]=[C:29](B(O)O)[CH:30]=[C:31]([O:33][S:34]([CH3:37])(=[O:36])=[O:35])[CH:32]=1.C(=O)([O-])[O-].[K+].[K+]. The yield is 0.410. The product is [CH3:37][S:34]([O:33][C:31]1[CH:30]=[C:29]([C:20]2[CH:21]=[CH:22][CH:23]=[C:18]([C:4]3([C:9]4[CH:10]=[CH:11][C:12]5[O:16][CH2:15][CH2:14][C:13]=5[CH:17]=4)[C:5](=[O:8])[N:6]([CH3:7])[C:2]([NH2:1])=[N:3]3)[CH:19]=2)[CH:28]=[C:27]([O:26][CH3:25])[CH:32]=1)(=[O:36])=[O:35]. The catalyst is O1CCCC1.